From a dataset of Peptide-MHC class I binding affinity with 185,985 pairs from IEDB/IMGT. Regression. Given a peptide amino acid sequence and an MHC pseudo amino acid sequence, predict their binding affinity value. This is MHC class I binding data. The peptide sequence is IPQCRLTPL. The MHC is HLA-A30:02 with pseudo-sequence HLA-A30:02. The binding affinity (normalized) is 0.